This data is from Forward reaction prediction with 1.9M reactions from USPTO patents (1976-2016). The task is: Predict the product of the given reaction. (1) Given the reactants [Cl:1][C:2]1[CH:7]=[CH:6][CH:5]=[C:4]([Cl:8])[C:3]=1[NH:9][C:10]1[N:11]([CH3:29])[C:12]2[C:21]3[C:20](=[O:22])[NH:19][C:18]([CH3:23])=[C:17]([CH2:24][C:25]([OH:27])=[O:26])[C:16]=3[CH:15]=[CH:14][C:13]=2[N:28]=1.[CH2:30](O)[CH3:31], predict the reaction product. The product is: [CH2:30]([O:26][C:25](=[O:27])[CH2:24][C:17]1[C:16]2[CH:15]=[CH:14][C:13]3[N:28]=[C:10]([NH:9][C:3]4[C:2]([Cl:1])=[CH:7][CH:6]=[CH:5][C:4]=4[Cl:8])[N:11]([CH3:29])[C:12]=3[C:21]=2[C:20](=[O:22])[NH:19][C:18]=1[CH3:23])[CH3:31]. (2) Given the reactants COC1C=CC([C@@H](NCCC2(O)CCC3(OCC(C)(C)CO3)CC2)CC)=CC=1.ClC(Cl)(OC(=O)OC(Cl)(Cl)Cl)Cl.[CH3:41][O:42][C:43]1[CH:48]=[CH:47][C:46]([C@@H:49]([N:52]2[CH2:57][CH2:56][C:55]3([CH2:69][CH2:68][C:60]4(OCC(C)(C)C[O:61]4)[CH2:59][CH2:58]3)[O:54][C:53]2=[O:70])[CH2:50][CH3:51])=[CH:45][CH:44]=1, predict the reaction product. The product is: [CH3:41][O:42][C:43]1[CH:48]=[CH:47][C:46]([C@@H:49]([N:52]2[CH2:57][CH2:56][C:55]3([CH2:69][CH2:68][C:60](=[O:61])[CH2:59][CH2:58]3)[O:54][C:53]2=[O:70])[CH2:50][CH3:51])=[CH:45][CH:44]=1. (3) Given the reactants [CH:1]1([O:6][C:7]2[CH:12]=[CH:11][C:10]([F:13])=[CH:9][C:8]=2[CH2:14][CH2:15][C:16]([OH:18])=O)[CH2:5][CH2:4][CH2:3][CH2:2]1.[CH:19]([NH:22][NH:23][C:24](=[O:31])[C:25]1[CH:30]=[CH:29][CH:28]=[CH:27][CH:26]=1)([CH3:21])[CH3:20].C(N(C(C)C)CC)(C)C.C1CN([P+](Br)(N2CCCC2)N2CCCC2)CC1.F[P-](F)(F)(F)(F)F, predict the reaction product. The product is: [CH:1]1([O:6][C:7]2[CH:12]=[CH:11][C:10]([F:13])=[CH:9][C:8]=2[CH2:14][CH2:15][C:16]([N:22]([CH:19]([CH3:21])[CH3:20])[NH:23][C:24](=[O:31])[C:25]2[CH:30]=[CH:29][CH:28]=[CH:27][CH:26]=2)=[O:18])[CH2:2][CH2:3][CH2:4][CH2:5]1. (4) Given the reactants [OH:1][C:2]1[CH:3]=[C:4]([C@H:18]2[CH2:22][CH2:21][C@H:20]([C:23]3[CH:28]=[C:27]([O:29][CH3:30])[C:26]([O:31][CH3:32])=[C:25]([O:33][CH3:34])[CH:24]=3)[O:19]2)[CH:5]=[C:6]([S:12]([CH2:15][CH2:16][CH3:17])(=[O:14])=[O:13])[C:7]=1[O:8][CH2:9][CH2:10][CH3:11].C(=O)([O-])[O-].[K+].[K+].Br[CH2:42][CH2:43][CH2:44][N:45]1[C:49](=[O:50])[C:48]2=[CH:51][CH:52]=[CH:53][CH:54]=[C:47]2[C:46]1=[O:55], predict the reaction product. The product is: [C:46]1(=[O:55])[N:45]([CH2:44][CH2:43][CH2:42][O:1][C:2]2[CH:3]=[C:4]([C@H:18]3[CH2:22][CH2:21][C@H:20]([C:23]4[CH:28]=[C:27]([O:29][CH3:30])[C:26]([O:31][CH3:32])=[C:25]([O:33][CH3:34])[CH:24]=4)[O:19]3)[CH:5]=[C:6]([S:12]([CH2:15][CH2:16][CH3:17])(=[O:14])=[O:13])[C:7]=2[O:8][CH2:9][CH2:10][CH3:11])[C:49](=[O:50])[C:48]2=[CH:51][CH:52]=[CH:53][CH:54]=[C:47]12. (5) Given the reactants Cl[CH2:2][CH2:3][CH2:4][C:5]([C:7]1[CH:12]=[CH:11][C:10]([O:13][C:14]2[CH:19]=[CH:18][CH:17]=[CH:16][CH:15]=2)=[CH:9][CH:8]=1)=[O:6].[NH:20]1[CH2:25][CH2:24][CH:23]([C:26]2[CH:27]=[C:28]([NH:32][C:33]([CH:35]3[CH2:37][CH2:36]3)=[O:34])[CH:29]=[CH:30][CH:31]=2)[CH2:22][CH2:21]1, predict the reaction product. The product is: [O:6]=[C:5]([C:7]1[CH:12]=[CH:11][C:10]([O:13][C:14]2[CH:19]=[CH:18][CH:17]=[CH:16][CH:15]=2)=[CH:9][CH:8]=1)[CH2:4][CH2:3][CH2:2][N:20]1[CH2:25][CH2:24][CH:23]([C:26]2[CH:27]=[C:28]([NH:32][C:33]([CH:35]3[CH2:36][CH2:37]3)=[O:34])[CH:29]=[CH:30][CH:31]=2)[CH2:22][CH2:21]1. (6) Given the reactants [CH3:1][O:2][CH:3]1[O:27][C@H:26]([CH2:28][O:29][CH2:30][C:31]2[CH:36]=[CH:35][C:34]([Cl:37])=[CH:33][C:32]=2[Cl:38])[C@@H:15]([O:16][CH2:17][C:18]2[CH:23]=[CH:22][C:21]([Cl:24])=[CH:20][C:19]=2[Cl:25])[C@H:4]1[O:5]CC1C=CC(Cl)=CC=1Cl, predict the reaction product. The product is: [CH3:1][O:2][CH:3]1[O:27][C@H:26]([CH2:28][O:29][CH2:30][C:31]2[CH:36]=[CH:35][C:34]([Cl:37])=[CH:33][C:32]=2[Cl:38])[C@@H:15]([O:16][CH2:17][C:18]2[CH:23]=[CH:22][C:21]([Cl:24])=[CH:20][C:19]=2[Cl:25])[C@H:4]1[OH:5]. (7) Given the reactants [Cl:1][C:2]1[C:3]([C:12]2[O:13][CH:14]=[CH:15][CH:16]=2)=[N:4][C:5]([NH2:11])=[N:6][C:7]=1S(C)=O.[C:17]1([NH:23][CH2:24][CH2:25][NH2:26])[CH:22]=[CH:21][CH:20]=[CH:19][CH:18]=1, predict the reaction product. The product is: [Cl:1][C:2]1[C:7]([NH:26][CH2:25][CH2:24][NH:23][C:17]2[CH:22]=[CH:21][CH:20]=[CH:19][CH:18]=2)=[N:6][C:5]([NH2:11])=[N:4][C:3]=1[C:12]1[O:13][CH:14]=[CH:15][CH:16]=1.